Dataset: Forward reaction prediction with 1.9M reactions from USPTO patents (1976-2016). Task: Predict the product of the given reaction. (1) Given the reactants [Br:1][C:2]1[N:7]=[C:6]([C@@:8]([NH:18][C:19]([NH:21][C:22](=[O:29])[C:23]2[CH:28]=[CH:27][CH:26]=[CH:25][CH:24]=2)=S)([C@@H:10]([F:17])[C@@H:11]([OH:16])[C:12]([F:15])([F:14])[F:13])[CH3:9])[C:5]([F:30])=[CH:4][CH:3]=1.CCN=C=NCCCN(C)C.Cl, predict the reaction product. The product is: [Br:1][C:2]1[N:7]=[C:6]([C@:8]2([CH3:9])[C@@H:10]([F:17])[C@H:11]([C:12]([F:15])([F:14])[F:13])[O:16][C:19]([NH:21][C:22](=[O:29])[C:23]3[CH:28]=[CH:27][CH:26]=[CH:25][CH:24]=3)=[N:18]2)[C:5]([F:30])=[CH:4][CH:3]=1. (2) Given the reactants [CH2:1]=[CH:2][CH2:3][CH2:4][CH2:5][CH2:6][CH2:7][CH2:8][CH2:9][CH3:10].C1C(I)=C(I)C(C(O)=O)=CC=1I.[H][H], predict the reaction product. The product is: [CH3:1][CH2:2][CH2:3][CH2:4][CH2:5][CH2:6][CH2:7][CH2:8][CH2:9][CH3:10].[CH2:1]=[CH:2][CH2:3][CH2:4][CH2:5][CH2:6][CH2:7][CH2:8][CH2:9][CH3:10]. (3) The product is: [F:14][C:15]1[C:22]([F:23])=[CH:21][CH:20]=[CH:19][C:16]=1[CH:17]([OH:18])[CH2:5][CH2:6][CH2:7][CH2:8][CH2:9][CH2:10][CH2:11][CH2:12][CH3:13]. Given the reactants [Mg].II.Br[CH2:5][CH2:6][CH2:7][CH2:8][CH2:9][CH2:10][CH2:11][CH2:12][CH3:13].[F:14][C:15]1[C:22]([F:23])=[CH:21][CH:20]=[CH:19][C:16]=1[CH:17]=[O:18], predict the reaction product. (4) Given the reactants [Br:1][C:2]1[C:11]([C:12]([F:15])([F:14])[F:13])=[CH:10][C:9]2[C:4](=[CH:5][CH:6]=[CH:7][CH:8]=2)[C:3]=1[OH:16].[CH3:17][O:18][CH2:19]Cl.C(N(C(C)C)CC)(C)C, predict the reaction product. The product is: [Br:1][C:2]1[C:11]([C:12]([F:15])([F:14])[F:13])=[CH:10][C:9]2[C:4](=[CH:5][CH:6]=[CH:7][CH:8]=2)[C:3]=1[O:16][CH2:17][O:18][CH3:19]. (5) The product is: [OH:4][C:5]1[CH:6]=[C:7]([NH:11][C:12](=[O:28])[C:13]2[CH:18]=[CH:17][CH:16]=[C:15]([O:19][CH2:20][CH2:21][N:22]3[CH2:23][CH2:24][O:25][CH2:26][CH2:27]3)[CH:14]=2)[CH:8]=[CH:9][CH:10]=1. Given the reactants COC[O:4][C:5]1[CH:6]=[C:7]([NH:11][C:12](=[O:28])[C:13]2[CH:18]=[CH:17][CH:16]=[C:15]([O:19][CH2:20][CH2:21][N:22]3[CH2:27][CH2:26][O:25][CH2:24][CH2:23]3)[CH:14]=2)[CH:8]=[CH:9][CH:10]=1.Cl, predict the reaction product.